This data is from Peptide-MHC class II binding affinity with 134,281 pairs from IEDB. The task is: Regression. Given a peptide amino acid sequence and an MHC pseudo amino acid sequence, predict their binding affinity value. This is MHC class II binding data. (1) The MHC is DRB1_0101 with pseudo-sequence DRB1_0101. The peptide sequence is TAVYYCARGITMIPH. The binding affinity (normalized) is 0.987. (2) The peptide sequence is ATAAAIQLKCSDSMP. The MHC is DRB1_0901 with pseudo-sequence DRB1_0901. The binding affinity (normalized) is 0.0841. (3) The peptide sequence is RASLIPDATHLGPQF. The MHC is DRB1_0101 with pseudo-sequence DRB1_0101. The binding affinity (normalized) is 0.426. (4) The MHC is DRB1_0101 with pseudo-sequence DRB1_0101. The binding affinity (normalized) is 0.350. The peptide sequence is AQVRADRILALDADP. (5) The peptide sequence is VVAVDIKEKGKDKWI. The MHC is HLA-DPA10103-DPB10201 with pseudo-sequence HLA-DPA10103-DPB10201. The binding affinity (normalized) is 0.210.